This data is from Forward reaction prediction with 1.9M reactions from USPTO patents (1976-2016). The task is: Predict the product of the given reaction. (1) Given the reactants [Cl:1][C:2]1[C:37]([Cl:38])=[CH:36][C:5]2[N:6]=[C:7]([C:9]3[N:10](S(C4C=CC(C)=CC=4)(=O)=O)[C:11]4[C:16]([CH:17]=3)=[CH:15][C:14]([CH:18]=[C:19]3[S:23][C:22](=[O:24])[NH:21][C:20]3=[O:25])=[CH:13][CH:12]=4)[NH:8][C:4]=2[CH:3]=1.[OH-].[Na+], predict the reaction product. The product is: [Cl:1][C:2]1[C:37]([Cl:38])=[CH:36][C:5]2[N:6]=[C:7]([C:9]3[NH:10][C:11]4[C:16]([CH:17]=3)=[CH:15][C:14]([CH:18]=[C:19]3[S:23][C:22](=[O:24])[NH:21][C:20]3=[O:25])=[CH:13][CH:12]=4)[NH:8][C:4]=2[CH:3]=1. (2) The product is: [NH2:1][C:2]1[C:3]([C:16]2[O:20][C:19]([C@@:21]([OH:27])([CH3:26])[C:22]([F:25])([F:24])[F:23])=[N:18][N:17]=2)=[N:4][C:5]([O:14][CH3:15])=[C:6]([C:10]([F:12])([F:13])[F:11])[C:7]=1[CH2:8][CH3:9]. Given the reactants [NH2:1][C:2]1[C:3]([C:16]2[O:20][C:19]([C@@:21]([OH:27])([CH3:26])[C:22]([F:25])([F:24])[F:23])=[N:18][N:17]=2)=[N:4][C:5]([O:14][CH3:15])=[C:6]([C:10]([F:13])([F:12])[F:11])[C:7]=1[CH:8]=[CH2:9].C([O-])=O.[NH4+], predict the reaction product. (3) Given the reactants C(O[C:6]([N:8]1[CH2:13][CH2:12][CH:11]([C:14]2[C:23]3[C:18](=[CH:19][C:20]([O:24][CH2:25][CH2:26][CH2:27][N:28]4[CH2:33][CH2:32][NH:31][CH2:30][CH2:29]4)=[CH:21][CH:22]=3)[N:17]=[CH:16][N:15]=2)[CH2:10][CH2:9]1)=[O:7])(C)(C)C.CCN(CC)CC.C(Cl)(OCC1C2C(=CC=CC=2)C2C1=CC=CC=2)=O.Cl.[N+](C1C=CC(OC(=O)[NH:71][C:72]2[CH:77]=[CH:76][C:75]([N:78]3[CH2:83][CH2:82][O:81][CH2:80][CH2:79]3)=[CH:74][CH:73]=2)=CC=1)([O-])=O.C(NCC)C, predict the reaction product. The product is: [N:78]1([C:75]2[CH:74]=[CH:73][C:72]([NH:71][C:6]([N:8]3[CH2:13][CH2:12][CH:11]([C:14]4[C:23]5[C:18](=[CH:19][C:20]([O:24][CH2:25][CH2:26][CH2:27][N:28]6[CH2:33][CH2:32][NH:31][CH2:30][CH2:29]6)=[CH:21][CH:22]=5)[N:17]=[CH:16][N:15]=4)[CH2:10][CH2:9]3)=[O:7])=[CH:77][CH:76]=2)[CH2:79][CH2:80][O:81][CH2:82][CH2:83]1. (4) Given the reactants Cl[C:2]1[C:11]2[C:6](=[CH:7][CH:8]=[C:9]([O:12][CH2:13][CH2:14][CH2:15][N:16]3[CH2:21][CH2:20][O:19][CH2:18][CH2:17]3)[N:10]=2)[N:5]=[CH:4][C:3]=1[C:22]#[N:23].[Br:24][C:25]1[CH:26]=[C:27]([CH:29]=[CH:30][CH:31]=1)[NH2:28].Cl.N1C=CC=CC=1, predict the reaction product. The product is: [Br:24][C:25]1[CH:26]=[C:27]([NH:28][C:2]2[C:11]3[C:6](=[CH:7][CH:8]=[C:9]([O:12][CH2:13][CH2:14][CH2:15][N:16]4[CH2:21][CH2:20][O:19][CH2:18][CH2:17]4)[N:10]=3)[N:5]=[CH:4][C:3]=2[C:22]#[N:23])[CH:29]=[CH:30][CH:31]=1. (5) Given the reactants CC(OC(/N=N/C(OC(C)C)=O)=O)C.[OH:15][CH2:16][C:17]1[CH:18]=[C:19]([C:23]#[N:24])[O:20][C:21]=1[CH3:22].[C:25]1([C:32]2[CH:37]=[CH:36][CH:35]=[CH:34][CH:33]=2)[CH:30]=[CH:29][C:28](O)=[CH:27][CH:26]=1.C1(P(C2C=CC=CC=2)C2C=CC=CC=2)C=CC=CC=1, predict the reaction product. The product is: [C:25]1([C:32]2[CH:33]=[CH:34][CH:35]=[CH:36][CH:37]=2)[CH:30]=[CH:29][C:28]([O:15][CH2:16][C:17]2[CH:18]=[C:19]([C:23]#[N:24])[O:20][C:21]=2[CH3:22])=[CH:27][CH:26]=1.